From a dataset of Catalyst prediction with 721,799 reactions and 888 catalyst types from USPTO. Predict which catalyst facilitates the given reaction. (1) Reactant: [CH2:1]([N:8]1[CH:12]=[C:11](/[CH:13]=[CH:14]/[C:15]([O:17][CH2:18][CH3:19])=[O:16])[C:10]([CH:20]([CH3:22])[CH3:21])=[N:9]1)[C:2]1[CH:7]=[CH:6][CH:5]=[CH:4][CH:3]=1. Product: [CH2:1]([N:8]1[CH:12]=[C:11]([CH2:13][CH2:14][C:15]([O:17][CH2:18][CH3:19])=[O:16])[C:10]([CH:20]([CH3:21])[CH3:22])=[N:9]1)[C:2]1[CH:3]=[CH:4][CH:5]=[CH:6][CH:7]=1. The catalyst class is: 481. (2) Reactant: C([O:8][N:9]1[C:15](=[O:16])[N:14]2[CH2:17][C@H:10]1[CH2:11][CH2:12][C@H:13]2[C:18]([NH:20][O:21][C@H:22]1[CH2:26][CH2:25][N:24]([C:27]([O:29][C:30]([CH3:33])([CH3:32])[CH3:31])=[O:28])[CH2:23]1)=[O:19])C1C=CC=CC=1. Product: [OH:8][N:9]1[C:15](=[O:16])[N:14]2[CH2:17][C@H:10]1[CH2:11][CH2:12][C@H:13]2[C:18]([NH:20][O:21][C@H:22]1[CH2:26][CH2:25][N:24]([C:27]([O:29][C:30]([CH3:33])([CH3:32])[CH3:31])=[O:28])[CH2:23]1)=[O:19]. The catalyst class is: 19. (3) Reactant: [NH2:1][CH:2](C)[CH:3]([CH3:5])[OH:4].Cl[C:8]1[C:17]2[C:12](=[CH:13][CH:14]=[CH:15][N:16]=2)[N:11]=[CH:10][C:9]=1[N+:18]([O-:20])=[O:19].[CH2:21](N(CC)CC)C.O. Product: [OH:4][C:3]([CH3:5])([CH3:21])[CH2:2][NH:1][C:8]1[C:17]2[C:12](=[CH:13][CH:14]=[CH:15][N:16]=2)[N:11]=[CH:10][C:9]=1[N+:18]([O-:20])=[O:19]. The catalyst class is: 4. (4) Reactant: [C:1]([C:5]1[C:9]([CH2:10][CH2:11][C:12]([O:14][CH3:15])=[O:13])=[CH:8][NH:7][N:6]=1)([CH3:4])([CH3:3])[CH3:2].Cl[C:17]1[N:18]=[N:19][C:20]([C:23]([F:26])([F:25])[F:24])=[CH:21][CH:22]=1.[H-].[Na+].Cl. Product: [C:1]([C:5]1[C:9]([CH2:10][CH2:11][C:12]([O:14][CH3:15])=[O:13])=[CH:8][N:7]([C:17]2[N:18]=[N:19][C:20]([C:23]([F:26])([F:25])[F:24])=[CH:21][CH:22]=2)[N:6]=1)([CH3:4])([CH3:2])[CH3:3]. The catalyst class is: 9. (5) Reactant: [S:1]1[C:5]([NH:6][S:7]([C:10]2[CH:15]=[CH:14][C:13]([Br:16])=[CH:12][CH:11]=2)(=[O:9])=[O:8])=[CH:4][C:3]2[CH:17]=[CH:18][CH:19]=[CH:20][C:2]1=2.[C:21](Cl)(=[O:23])[CH3:22].Cl[Sn](Cl)(Cl)Cl.CCOC(C)=O. Product: [C:21]([C:4]1[C:3]2[CH:17]=[CH:18][CH:19]=[CH:20][C:2]=2[S:1][C:5]=1[NH:6][S:7]([C:10]1[CH:11]=[CH:12][C:13]([Br:16])=[CH:14][CH:15]=1)(=[O:9])=[O:8])(=[O:23])[CH3:22]. The catalyst class is: 2. (6) Reactant: [Cl:1][C:2]1[CH:3]=[C:4]([NH:17][C:18]2[C:19]3[N:26]=[C:25]([C:27]([NH:29][CH2:30][CH2:31]O)=[O:28])[S:24][C:20]=3[N:21]=[CH:22][N:23]=2)[CH:5]=[CH:6][C:7]=1[O:8][CH2:9][C:10]1[CH:15]=[CH:14][CH:13]=[C:12]([F:16])[CH:11]=1.[CH2:33]([N:35](CC)CC)[CH3:34].[CH3:40][S:41](Cl)(=[O:43])=[O:42]. Product: [Cl:1][C:2]1[CH:3]=[C:4]([NH:17][C:18]2[C:19]3[N:26]=[C:25]([C:27]([NH:29][CH2:30][CH2:31][NH:35][CH2:33][CH2:34][S:41]([CH3:40])(=[O:43])=[O:42])=[O:28])[S:24][C:20]=3[N:21]=[CH:22][N:23]=2)[CH:5]=[CH:6][C:7]=1[O:8][CH2:9][C:10]1[CH:15]=[CH:14][CH:13]=[C:12]([F:16])[CH:11]=1. The catalyst class is: 4. (7) Reactant: [Br:1][C:2]1[CH:7]=[C:6]([N+:8]([O-:10])=[O:9])[CH:5]=[CH:4][C:3]=1[C:11]([CH3:22])([C:17](OCC)=[O:18])[C:12](OCC)=[O:13].[H-].[Al+3].[Li+].[H-].[H-].[H-]. Product: [Br:1][C:2]1[CH:7]=[C:6]([N+:8]([O-:10])=[O:9])[CH:5]=[CH:4][C:3]=1[C:11]([CH3:22])([CH2:17][OH:18])[CH2:12][OH:13]. The catalyst class is: 7. (8) Reactant: [Br:1][C:2]1[CH:3]=[CH:4][C:5](F)=[C:6]([CH:9]=1)[C:7]#[N:8].Cl.[NH2:12][CH2:13][C:14]([NH2:16])=[O:15].C([O-])([O-])=O.[K+].[K+]. Product: [Br:1][C:2]1[CH:3]=[CH:4][C:5]([NH:12][CH2:13][C:14]([NH2:16])=[O:15])=[C:6]([C:7]#[N:8])[CH:9]=1. The catalyst class is: 16.